Dataset: Catalyst prediction with 721,799 reactions and 888 catalyst types from USPTO. Task: Predict which catalyst facilitates the given reaction. (1) Reactant: CN(C(ON1N=NC2C=CC=NC1=2)=[N+](C)C)C.F[P-](F)(F)(F)(F)F.N1([C:30]2[N:31]=[CH:32][C:33]3[CH:38]([C:39](O)=O)[CH2:37][CH2:36][C:34]=3N=2)C=NN=N1.FC1C(C#N)=C(C)C([C@@H]2OC[C@@H]3CNCCN3C2)=CC=1.CCN(C(C)C)C(C)C. Product: [NH:31]1[C:30]2[C:34](=[CH:36][CH:37]=[CH:38][CH:39]=2)[CH2:33][CH2:32]1. The catalyst class is: 174. (2) Reactant: [O:1]1[CH2:6][CH:5]=[C:4](B2OC(C)(C)C(C)(C)O2)[CH2:3][CH2:2]1.[NH2:16][C@H:17]1[C:26]2[C:21](=[CH:22][CH:23]=[C:24](Br)[CH:25]=2)[N:20]([C:28](=[O:30])[CH3:29])[C@@H:19]([CH:31]2[CH2:33][CH2:32]2)[C@@H:18]1[CH3:34].C(=O)([O-])[O-].[Cs+].[Cs+].O. Product: [NH2:16][C@H:17]1[C:26]2[C:21](=[CH:22][CH:23]=[C:24]([C:4]3[CH2:3][CH2:2][O:1][CH2:6][CH:5]=3)[CH:25]=2)[N:20]([C:28](=[O:30])[CH3:29])[C@@H:19]([CH:31]2[CH2:33][CH2:32]2)[C@@H:18]1[CH3:34]. The catalyst class is: 77. (3) Reactant: [Cl:1][C:2]1[CH:7]=[CH:6][C:5]([CH2:8][CH2:9][C:10]#[N:11])=[C:4]([OH:12])[CH:3]=1.[Cl:13][C:14]1[CH:19]=[C:18]([S:20]([CH3:23])(=[O:22])=[O:21])[CH:17]=[CH:16][C:15]=1F.C(=O)([O-])[O-].[K+].[K+]. Product: [Cl:1][C:2]1[CH:7]=[CH:6][C:5]([CH2:8][CH2:9][C:10]#[N:11])=[C:4]([O:12][C:15]2[CH:16]=[CH:17][C:18]([S:20]([CH3:23])(=[O:22])=[O:21])=[CH:19][C:14]=2[Cl:13])[CH:3]=1. The catalyst class is: 3. (4) Reactant: [Br:1][C:2]1[CH:32]=[CH:31][C:30]([F:33])=[CH:29][C:3]=1[O:4][CH:5]1[CH2:10][CH2:9][N:8]([C:11]2[S:12][C:13]3[C:18]([N:19]([CH3:21])[CH3:20])=[N:17][C:16]([CH2:22][CH2:23][C:24]([O:26]C)=[O:25])=[N:15][C:14]=3[N:28]=2)[CH2:7][CH2:6]1.O1CCCC1.[OH-].[Li+]. Product: [Br:1][C:2]1[CH:32]=[CH:31][C:30]([F:33])=[CH:29][C:3]=1[O:4][CH:5]1[CH2:10][CH2:9][N:8]([C:11]2[S:12][C:13]3[C:18]([N:19]([CH3:20])[CH3:21])=[N:17][C:16]([CH2:22][CH2:23][C:24]([OH:26])=[O:25])=[N:15][C:14]=3[N:28]=2)[CH2:7][CH2:6]1. The catalyst class is: 5. (5) Reactant: [F:1][C:2]1[CH:3]=[C:4]2[N:10]=[CH:9][N:8]([CH2:11][C:12]3[CH:28]=[CH:27][C:15]4[N:16]=[C:17]([NH:19][C@@H:20]5[CH2:25][CH2:24][CH2:23][CH2:22][C@@H:21]5O)[S:18][C:14]=4[CH:13]=3)[C:5]2=[N:6][CH:7]=1.C(N(S(F)(F)F)CC)C. The catalyst class is: 2. Product: [C@@H:20]1([NH:19][C:17]2[S:18][C:14]3[CH:13]=[C:12]([CH2:11][N:8]4[C:5]5=[N:6][CH:7]=[C:2]([F:1])[CH:3]=[C:4]5[N:10]=[CH:9]4)[CH:28]=[CH:27][C:15]=3[N:16]=2)[CH2:25][CH2:24][CH2:23][CH:22]=[CH:21]1. (6) The catalyst class is: 3. Reactant: [CH3:1][O:2][C:3]1[CH:16]=[CH:15][CH:14]=[CH:13][C:4]=1[CH2:5][CH2:6][CH:7]1[CH2:12][CH2:11][NH:10][CH2:9][CH2:8]1.[CH3:17][O:18][C:19]1[CH:20]=[C:21]([CH:25]=[CH:26][CH:27]=1)[CH2:22][CH2:23]Br.C([O-])([O-])=O.[K+].[K+]. Product: [CH3:17][O:18][C:19]1[CH:20]=[C:21]([CH:25]=[CH:26][CH:27]=1)[CH2:22][CH2:23][N:10]1[CH2:11][CH2:12][CH:7]([CH2:6][CH2:5][C:4]2[CH:13]=[CH:14][CH:15]=[CH:16][C:3]=2[O:2][CH3:1])[CH2:8][CH2:9]1.